Dataset: Full USPTO retrosynthesis dataset with 1.9M reactions from patents (1976-2016). Task: Predict the reactants needed to synthesize the given product. (1) Given the product [CH3:1][N:2]1[C:6]2[CH:7]=[CH:8][CH:9]=[CH:10][C:5]=2[N:4]=[C:3]1[CH:11]=[N:19][OH:20], predict the reactants needed to synthesize it. The reactants are: [CH3:1][N:2]1[C:6]2[CH:7]=[CH:8][CH:9]=[CH:10][C:5]=2[N:4]=[C:3]1[CH:11]=O.C([O-])(=O)C.[Na+].Cl.[NH2:19][OH:20]. (2) Given the product [C:13]([C@@:10]1([CH:15]2[CH2:17][CH2:16]2)[CH2:11][CH2:12][N:8]([C:6]2[CH:5]=[CH:4][N:3]=[C:2]([NH:19][C:20]3[CH:21]=[N:22][N:23]([CH:25]4[CH2:28][N:27]([C:29]([O:31][C:32]([CH3:35])([CH3:34])[CH3:33])=[O:30])[CH2:26]4)[CH:24]=3)[N:7]=2)[C:9]1=[O:18])#[N:14], predict the reactants needed to synthesize it. The reactants are: Cl[C:2]1[N:7]=[C:6]([N:8]2[CH2:12][CH2:11][C@:10]([CH:15]3[CH2:17][CH2:16]3)([C:13]#[N:14])[C:9]2=[O:18])[CH:5]=[CH:4][N:3]=1.[NH2:19][C:20]1[CH:21]=[N:22][N:23]([CH:25]2[CH2:28][N:27]([C:29]([O:31][C:32]([CH3:35])([CH3:34])[CH3:33])=[O:30])[CH2:26]2)[CH:24]=1.C(=O)([O-])[O-].[Cs+].[Cs+].C1(P(C2C=CC=CC=2)C2C=CC3C(=CC=CC=3)C=2C2C3C(=CC=CC=3)C=CC=2P(C2C=CC=CC=2)C2C=CC=CC=2)C=CC=CC=1. (3) Given the product [C:1]([O:4][CH2:5][C:6]1[C:7]([N:21]2[CH2:32][CH2:31][N:30]3[C:23](=[CH:24][C:25]4[CH2:26][C:27]([CH3:33])([CH3:34])[CH2:28][C:29]=43)[C:22]2=[O:35])=[N:8][CH:9]=[CH:10][C:11]=1[C:37]1[CH:38]=[C:39]([NH:45][C:46]2[CH:50]=[CH:49][N:48]([CH3:51])[N:47]=2)[C:40](=[O:44])[N:41]([CH3:43])[CH:42]=1)(=[O:3])[CH3:2], predict the reactants needed to synthesize it. The reactants are: [C:1]([O:4][CH2:5][C:6]1[C:7]([N:21]2[CH2:32][CH2:31][N:30]3[C:23](=[CH:24][C:25]4[CH2:26][C:27]([CH3:34])([CH3:33])[CH2:28][C:29]=43)[C:22]2=[O:35])=[N:8][CH:9]=[CH:10][C:11]=1B1OC(C)(C)C(C)(C)O1)(=[O:3])[CH3:2].Br[C:37]1[CH:38]=[C:39]([NH:45][C:46]2[CH:50]=[CH:49][N:48]([CH3:51])[N:47]=2)[C:40](=[O:44])[N:41]([CH3:43])[CH:42]=1.[O-]P([O-])([O-])=O.[K+].[K+].[K+].C([O-])(=O)C.[Na+]. (4) Given the product [F:23][C:17]1[CH:18]=[C:19]([F:22])[CH:20]=[CH:21][C:16]=1[C:13]1[CH:14]=[CH:15][C:10]([CH2:9][N:5]2[CH2:4][CH:3]([CH2:2][N:25]([CH3:26])[CH3:24])[O:7][C:6]2=[O:8])=[CH:11][CH:12]=1, predict the reactants needed to synthesize it. The reactants are: Cl[CH2:2][CH:3]1[O:7][C:6](=[O:8])[N:5]([CH2:9][C:10]2[CH:15]=[CH:14][C:13]([C:16]3[CH:21]=[CH:20][C:19]([F:22])=[CH:18][C:17]=3[F:23])=[CH:12][CH:11]=2)[CH2:4]1.[CH3:24][NH:25][CH3:26].